This data is from Reaction yield outcomes from USPTO patents with 853,638 reactions. The task is: Predict the reaction yield, written as a fraction of the theoretical maximum amount of product (1.0 means a 100% yield; for example, 0.34 means a 34% yield). (1) The reactants are [O:1]1[C:5]2[CH:6]=[CH:7][C:8]([C:10]3[CH:15]=[CH:14][C:13]([C:16]4[N:21]=[C:20]([O:22][CH2:23][CH2:24][CH2:25][CH2:26][C:27]([CH3:57])([CH3:56])[CH2:28][NH:29][C:30](=[O:55])[CH:31]([NH:47]C(OC(C)(C)C)=O)[CH2:32][C:33]([NH:35][CH2:36][CH:37]([OH:46])[CH:38]([OH:45])[CH:39]([OH:44])[CH:40]([OH:43])[CH2:41][OH:42])=[O:34])[CH:19]=[CH:18][CH:17]=4)=[CH:12][CH:11]=3)=[CH:9][C:4]=2[O:3][CH2:2]1.FC(F)(F)C(O)=O. The catalyst is C(Cl)Cl. The product is [NH2:47][CH:31]([CH2:32][C:33]([NH:35][CH2:36][CH:37]([OH:46])[CH:38]([OH:45])[CH:39]([OH:44])[CH:40]([OH:43])[CH2:41][OH:42])=[O:34])[C:30]([NH:29][CH2:28][C:27]([CH3:57])([CH3:56])[CH2:26][CH2:25][CH2:24][CH2:23][O:22][C:20]1[CH:19]=[CH:18][CH:17]=[C:16]([C:13]2[CH:12]=[CH:11][C:10]([C:8]3[CH:7]=[CH:6][C:5]4[O:1][CH2:2][O:3][C:4]=4[CH:9]=3)=[CH:15][CH:14]=2)[N:21]=1)=[O:55]. The yield is 0.880. (2) The reactants are Cl.Cl.[NH2:3][CH:4]1[CH2:9][CH2:8][N:7]([CH2:10][CH2:11][N:12]2[C:21]3[C:16](=[CH:17][CH:18]=[C:19]([F:22])[CH:20]=3)[N:15]=[CH:14][C:13]2=[O:23])[CH2:6][CH2:5]1.[O:24]=[C:25]1[N:34]=[C:33]2[C:28](=[CH:29][CH:30]=[C:31]([CH:35]=O)[NH:32]2)[CH2:27][CH2:26]1.[C:47]([O:46][BH-]([O:46][C:47](=[O:49])[CH3:48])[O:46][C:47](=[O:49])[CH3:48])(=[O:49])[CH3:48].[Na+].C(=O)(O)[O-].[Na+]. The catalyst is CO.C(O[BH-](OC(=O)C)OC(=O)C)(=O)C.[Na+].C(Cl)(Cl)Cl.C(N(CC)CC)C. The product is [C:47]([OH:46])(=[O:49])/[CH:48]=[CH:14]/[C:13]([OH:23])=[O:24].[F:22][C:19]1[CH:20]=[C:21]2[C:16]([N:15]=[CH:14][C:13](=[O:23])[N:12]2[CH2:11][CH2:10][N:7]2[CH2:6][CH2:5][CH:4]([NH:3][CH2:35][C:31]3[NH:32][C:33]4[C:28](=[CH:29][CH:30]=3)[CH2:27][CH2:26][C:25](=[O:24])[N:34]=4)[CH2:9][CH2:8]2)=[CH:17][CH:18]=1. The yield is 0.310. (3) The reactants are [Cl:1][C:2]1[C:7]([Cl:8])=[CH:6][C:5]([NH2:9])=[C:4](I)[CH:3]=1.[CH2:11]([Sn](CCCC)(CCCC)C=C)[CH2:12]CC. The catalyst is C1(C)C=CC=CC=1.C1C=CC([P]([Pd]([P](C2C=CC=CC=2)(C2C=CC=CC=2)C2C=CC=CC=2)([P](C2C=CC=CC=2)(C2C=CC=CC=2)C2C=CC=CC=2)[P](C2C=CC=CC=2)(C2C=CC=CC=2)C2C=CC=CC=2)(C2C=CC=CC=2)C2C=CC=CC=2)=CC=1. The product is [Cl:1][C:2]1[C:7]([Cl:8])=[CH:6][C:5]([NH2:9])=[C:4]([CH:11]=[CH2:12])[CH:3]=1. The yield is 0.767. (4) The reactants are [N+:1]([C:4]1[CH:9]=[CH:8][C:7]([C:10]2[CH:15]=[CH:14][C:13]([O:16][C@@H:17]3[CH:22]4[CH2:23][CH2:24][N:19]([CH2:20][CH2:21]4)[CH2:18]3)=[CH:12][CH:11]=2)=[CH:6][CH:5]=1)([O-])=O. The catalyst is CO.[Pd]. The product is [N:19]12[CH2:20][CH2:21][CH:22]([CH2:23][CH2:24]1)[C@@H:17]([O:16][C:13]1[CH:12]=[CH:11][C:10]([C:7]3[CH:8]=[CH:9][C:4]([NH2:1])=[CH:5][CH:6]=3)=[CH:15][CH:14]=1)[CH2:18]2. The yield is 0.490. (5) The reactants are [CH3:1][O:2][C:3]1[CH:8]=[C:7]([N:9]2[CH2:14][CH2:13][O:12][CH2:11][CH2:10]2)[CH:6]=[C:5]([N+:15]([O-])=O)[C:4]=1[NH:18][C:19](=O)[CH3:20]. The catalyst is CC(O)=O.[Fe]. The product is [CH3:1][O:2][C:3]1[C:4]2[N:18]=[C:19]([CH3:20])[NH:15][C:5]=2[CH:6]=[C:7]([N:9]2[CH2:14][CH2:13][O:12][CH2:11][CH2:10]2)[CH:8]=1. The yield is 1.00. (6) The reactants are [CH3:1][S:2](Cl)(=[O:4])=[O:3].[Br:6][C:7]1[CH:8]=[C:9]([C:14]2([C:22]3[CH:27]=[CH:26][C:25]([OH:28])=[CH:24][CH:23]=3)[NH:18][C:17](=[S:19])[N:16]([CH3:20])[C:15]2=[O:21])[CH:10]=[CH:11][C:12]=1[F:13].C(N(CC)CC)C. The catalyst is ClCCl. The product is [CH3:1][S:2]([O:28][C:25]1[CH:26]=[CH:27][C:22]([C:14]2([C:9]3[CH:10]=[CH:11][C:12]([F:13])=[C:7]([Br:6])[CH:8]=3)[C:15](=[O:21])[N:16]([CH3:20])[C:17](=[S:19])[NH:18]2)=[CH:23][CH:24]=1)(=[O:4])=[O:3]. The yield is 0.970.